Dataset: NCI-60 drug combinations with 297,098 pairs across 59 cell lines. Task: Regression. Given two drug SMILES strings and cell line genomic features, predict the synergy score measuring deviation from expected non-interaction effect. (1) Drug 1: CC12CCC3C(C1CCC2O)C(CC4=C3C=CC(=C4)O)CCCCCCCCCS(=O)CCCC(C(F)(F)F)(F)F. Drug 2: CN(CCCl)CCCl.Cl. Cell line: NCIH23. Synergy scores: CSS=29.4, Synergy_ZIP=2.57, Synergy_Bliss=2.34, Synergy_Loewe=-13.7, Synergy_HSA=0.624. (2) Drug 1: CS(=O)(=O)C1=CC(=C(C=C1)C(=O)NC2=CC(=C(C=C2)Cl)C3=CC=CC=N3)Cl. Drug 2: CN1C(=O)N2C=NC(=C2N=N1)C(=O)N. Cell line: RPMI-8226. Synergy scores: CSS=-8.08, Synergy_ZIP=5.68, Synergy_Bliss=4.14, Synergy_Loewe=-7.66, Synergy_HSA=-6.78. (3) Drug 1: C1=C(C(=O)NC(=O)N1)N(CCCl)CCCl. Drug 2: CC(C)CN1C=NC2=C1C3=CC=CC=C3N=C2N. Cell line: 786-0. Synergy scores: CSS=41.3, Synergy_ZIP=-0.502, Synergy_Bliss=-1.67, Synergy_Loewe=-2.72, Synergy_HSA=-2.38. (4) Drug 1: CC(C)(C#N)C1=CC(=CC(=C1)CN2C=NC=N2)C(C)(C)C#N. Drug 2: CN(C(=O)NC(C=O)C(C(C(CO)O)O)O)N=O. Cell line: SK-MEL-28. Synergy scores: CSS=5.38, Synergy_ZIP=-3.48, Synergy_Bliss=-4.33, Synergy_Loewe=-2.30, Synergy_HSA=-2.30. (5) Drug 1: CN1C(=O)N2C=NC(=C2N=N1)C(=O)N. Drug 2: C1=NC2=C(N=C(N=C2N1C3C(C(C(O3)CO)O)F)Cl)N. Cell line: SNB-75. Synergy scores: CSS=-3.21, Synergy_ZIP=2.03, Synergy_Bliss=0.276, Synergy_Loewe=-5.40, Synergy_HSA=-4.63.